From a dataset of Forward reaction prediction with 1.9M reactions from USPTO patents (1976-2016). Predict the product of the given reaction. (1) The product is: [NH2:62][C@H:63]([C:68]([O:1][C@H:2]1[C:10]2[C:5](=[CH:6][CH:7]=[CH:8][CH:9]=2)[CH2:4][C@:3]1([CH2:20][C:21]1[CH:29]=[CH:28][C:24]([C:25]([OH:27])=[O:26])=[CH:23][CH:22]=1)[C:11]1[CH2:12][C:13]2[C:18]([CH:19]=1)=[CH:17][CH:16]=[CH:15][CH:14]=2)=[O:69])[CH2:64][CH:65]([CH3:67])[CH3:66]. Given the reactants [OH:1][C@H:2]1[C:10]2[C:5](=[CH:6][CH:7]=[CH:8][CH:9]=2)[CH2:4][C@:3]1([CH2:20][C:21]1[CH:29]=[CH:28][C:24]([C:25]([OH:27])=[O:26])=[CH:23][CH:22]=1)[C:11]1[CH2:12][C:13]2[C:18]([CH:19]=1)=[CH:17][CH:16]=[CH:15][CH:14]=2.C1CCC(N=C=NC2CCCCC2)CC1.C1C2C(COC([NH:62][C@H:63]([C:68](O)=[O:69])[CH2:64][CH:65]([CH3:67])[CH3:66])=O)C3C(=CC=CC=3)C=2C=CC=1, predict the reaction product. (2) Given the reactants [C:1]1([C@H:7]([NH2:9])[CH3:8])[CH:6]=[CH:5][CH:4]=[CH:3][CH:2]=1.[CH3:10][C:11]([CH3:25])=[CH:12][CH2:13][CH2:14]/[C:15](/[CH3:24])=[CH:16]/[CH2:17][CH2:18]/[C:19](/[CH3:23])=[CH:20]/[CH:21]=O.[BH4-].[Na+], predict the reaction product. The product is: [CH3:23]/[C:19](/[CH2:18][CH2:17]/[CH:16]=[C:15](\[CH3:24])/[CH2:14][CH2:13][CH:12]=[C:11]([CH3:25])[CH3:10])=[CH:20]\[CH2:21][NH:9][C@@H:7]([C:1]1[CH:6]=[CH:5][CH:4]=[CH:3][CH:2]=1)[CH3:8]. (3) Given the reactants [CH:1]([O:4][C:5]1[CH:25]=[CH:24][C:8]([O:9][C:10]2[S:11][C:12]([C:15]3[CH:16]=[C:17]([CH:21]([NH2:23])[CH3:22])[CH:18]=[N:19][CH:20]=3)=[CH:13][N:14]=2)=[CH:7][CH:6]=1)([CH3:3])[CH3:2].[CH3:26][N:27]=[C:28]=[O:29], predict the reaction product. The product is: [CH:1]([O:4][C:5]1[CH:25]=[CH:24][C:8]([O:9][C:10]2[S:11][C:12]([C:15]3[CH:16]=[C:17]([CH:21]([NH:23][C:28]([NH:27][CH3:26])=[O:29])[CH3:22])[CH:18]=[N:19][CH:20]=3)=[CH:13][N:14]=2)=[CH:7][CH:6]=1)([CH3:2])[CH3:3]. (4) Given the reactants [Cl:1][C:2]1[N:7]=[CH:6][C:5]([NH:8][CH3:9])=[C:4]([C:10]2[CH:15]=[CH:14][CH:13]=[CH:12][C:11]=2[Cl:16])[CH:3]=1.C[Si](C)(C)[N-][Si](C)(C)C.[K+].[F:27][C:28]([F:46])([F:45])[C:29]1[CH:30]=[C:31]([C:39]([CH3:44])([CH3:43])[C:40](Cl)=[O:41])[CH:32]=[C:33]([C:35]([F:38])([F:37])[F:36])[CH:34]=1, predict the reaction product. The product is: [F:37][C:35]([F:36])([F:38])[C:33]1[CH:32]=[C:31]([C:39]([CH3:44])([CH3:43])[C:40]([N:8]([C:5]2[CH:6]=[N:7][C:2]([Cl:1])=[CH:3][C:4]=2[C:10]2[CH:15]=[CH:14][CH:13]=[CH:12][C:11]=2[Cl:16])[CH3:9])=[O:41])[CH:30]=[C:29]([C:28]([F:27])([F:45])[F:46])[CH:34]=1. (5) Given the reactants C([O:3][C:4](=O)[CH2:5][C:6]1[CH:7]=[C:8]([O:25][C:26]([F:29])([F:28])[F:27])[CH:9]=[C:10]2[C:15]=1[O:14][CH:13]([C:16]([F:19])([F:18])[F:17])[C:12]([C:20]([O:22]CC)=[O:21])=[CH:11]2)C.C1COCC1.C(O)C.[BH4-].[Na+].Cl, predict the reaction product. The product is: [OH:3][CH2:4][CH2:5][C:6]1[CH:7]=[C:8]([O:25][C:26]([F:29])([F:27])[F:28])[CH:9]=[C:10]2[C:15]=1[O:14][CH:13]([C:16]([F:19])([F:18])[F:17])[C:12]([C:20]([OH:22])=[O:21])=[CH:11]2. (6) Given the reactants [Br:1][C:2]1[CH:7]=[CH:6][C:5]([C@@H:8]([C:16]2[N:17]=[N:18][N:19]([CH2:21][Si](C)(C)C)[CH:20]=2)[NH:9][S:10]([C:12]([CH3:15])([CH3:14])[CH3:13])=[O:11])=[CH:4][CH:3]=1.CCCC[N+](CCCC)(CCCC)CCCC.[F-], predict the reaction product. The product is: [Br:1][C:2]1[CH:7]=[CH:6][C:5]([C@@H:8]([C:16]2[N:17]=[N:18][N:19]([CH3:21])[CH:20]=2)[NH:9][S:10]([C:12]([CH3:15])([CH3:14])[CH3:13])=[O:11])=[CH:4][CH:3]=1. (7) Given the reactants [NH2:1][C:2]12[CH2:9][CH:8]3[CH2:10][C:4]([C:11]4[CH:16]=[CH:15][C:14]([N:17]5[CH2:21][CH2:20][NH:19][C:18]5=[O:22])=[CH:13][CH:12]=4)([CH2:5][CH:6]1[CH2:7]3)[CH2:3]2.C([O-])([O-])=O.[K+].[K+].Cl[CH2:30][C:31]([N:33]1[CH2:37][CH2:36][CH2:35][C@H:34]1[C:38]#[N:39])=[O:32], predict the reaction product. The product is: [O:22]=[C:18]1[NH:19][CH2:20][CH2:21][N:17]1[C:14]1[CH:13]=[CH:12][C:11]([C:4]23[CH2:10][CH:8]4[CH2:9][C:2]([NH:1][CH2:30][C:31]([N:33]5[CH2:37][CH2:36][CH2:35][C@H:34]5[C:38]#[N:39])=[O:32])([CH2:3]2)[CH:6]([CH2:7]4)[CH2:5]3)=[CH:16][CH:15]=1.